This data is from Reaction yield outcomes from USPTO patents with 853,638 reactions. The task is: Predict the reaction yield, written as a fraction of the theoretical maximum amount of product (1.0 means a 100% yield; for example, 0.34 means a 34% yield). (1) The reactants are [CH3:1][C:2]1([C:7]([C:9]2[C:17]3[C:12](=[N:13][CH:14]=[C:15]([C:18]4[CH:23]=[C:22]([O:24][CH3:25])[C:21]([O:26][CH3:27])=[C:20]([O:28][CH3:29])[CH:19]=4)[N:16]=3)[NH:11][CH:10]=2)=[O:8])[CH2:6][CH2:5][CH2:4][NH:3]1.[C:30](OC(=O)C)(=[O:32])[CH3:31]. The catalyst is ClCCl. The product is [CH3:1][C:2]1([C:7]([C:9]2[C:17]3[C:12](=[N:13][CH:14]=[C:15]([C:18]4[CH:23]=[C:22]([O:24][CH3:25])[C:21]([O:26][CH3:27])=[C:20]([O:28][CH3:29])[CH:19]=4)[N:16]=3)[NH:11][CH:10]=2)=[O:8])[CH2:6][CH2:5][CH2:4][N:3]1[C:30](=[O:32])[CH3:31]. The yield is 0.170. (2) The reactants are [OH-].[Na+].Cl.[NH:4]1[CH2:8][CH2:7][CH2:6][C@@H:5]1[CH2:9][C:10]([OH:12])=[O:11].[C:13](O[C:13]([O:15][C:16]([CH3:19])([CH3:18])[CH3:17])=[O:14])([O:15][C:16]([CH3:19])([CH3:18])[CH3:17])=[O:14]. The catalyst is O.CC(C)=O. The product is [C:16]([O:15][C:13]([N:4]1[CH2:8][CH2:7][CH2:6][C@@H:5]1[CH2:9][C:10]([OH:12])=[O:11])=[O:14])([CH3:19])([CH3:18])[CH3:17]. The yield is 0.650. (3) The reactants are [CH3:1][O:2][C:3](=[O:21])[CH:4]([S:12]([C:15]1[CH:20]=[CH:19][CH:18]=[CH:17][CH:16]=1)(=[O:14])=[O:13])[CH:5]1[CH2:10][CH2:9][CH2:8][C:7](=[O:11])[CH2:6]1.[H-].[Na+].C1C=CC(S(N(S(C2C=CC=CC=2)(=O)=O)[F:34])(=O)=O)=CC=1.O. The catalyst is CN(C=O)C. The product is [CH3:1][O:2][C:3](=[O:21])[C:4]([S:12]([C:15]1[CH:16]=[CH:17][CH:18]=[CH:19][CH:20]=1)(=[O:13])=[O:14])([F:34])[CH:5]1[CH2:10][CH2:9][CH2:8][C:7](=[O:11])[CH2:6]1. The yield is 0.270. (4) The reactants are [Cl:1][C:2]1[CH:7]=[CH:6][C:5]([C:8]([N:10]([CH3:36])[C@@H:11]2[CH2:16][CH2:15][N:14]([C:17]3[N:22]=[CH:21][C:20]([C:23]([O:25]CC)=[O:24])=[CH:19][CH:18]=3)[CH2:13][C@H:12]2[C:28]2[CH:33]=[CH:32][C:31]([Cl:34])=[C:30]([Cl:35])[CH:29]=2)=[O:9])=[CH:4][CH:3]=1.[OH-].[Na+]. The catalyst is CO. The product is [Cl:1][C:2]1[CH:7]=[CH:6][C:5]([C:8]([N:10]([CH3:36])[C@@H:11]2[CH2:16][CH2:15][N:14]([C:17]3[N:22]=[CH:21][C:20]([C:23]([OH:25])=[O:24])=[CH:19][CH:18]=3)[CH2:13][C@H:12]2[C:28]2[CH:33]=[CH:32][C:31]([Cl:34])=[C:30]([Cl:35])[CH:29]=2)=[O:9])=[CH:4][CH:3]=1. The yield is 1.00. (5) The reactants are [C:1]([C:3]1[CH:8]=[CH:7][C:6]([CH2:9][CH:10]([CH:16]=[O:17])[C:11](OCC)=O)=[CH:5][CH:4]=1)#[N:2].[NH2:18][C:19]([NH2:21])=[S:20]. The catalyst is C(O)C. The product is [O:17]=[C:16]1[C:10]([CH2:9][C:6]2[CH:7]=[CH:8][C:3]([C:1]#[N:2])=[CH:4][CH:5]=2)=[CH:11][NH:21][C:19](=[S:20])[NH:18]1. The yield is 0.695.